From a dataset of Forward reaction prediction with 1.9M reactions from USPTO patents (1976-2016). Predict the product of the given reaction. (1) Given the reactants [CH3:1][O:2][C:3]([CH:5]1[CH:9]([C:10]2[C:15]([O:16][CH3:17])=[CH:14][C:13]([O:18][CH3:19])=[CH:12][C:11]=2[O:20][CH3:21])[CH2:8][C:7](=[O:22])[NH:6]1)=[O:4].[H-].[Na+].[CH3:25]I.Cl, predict the reaction product. The product is: [CH3:1][O:2][C:3]([CH:5]1[CH:9]([C:10]2[C:11]([O:20][CH3:21])=[CH:12][C:13]([O:18][CH3:19])=[CH:14][C:15]=2[O:16][CH3:17])[CH2:8][C:7](=[O:22])[N:6]1[CH3:25])=[O:4]. (2) Given the reactants [CH2:1]([O:8][C:9](=[O:44])[CH2:10][C@@H:11]([N:25]1[CH:29]=[CH:28][C:27]([C:30]2[CH:35]=[CH:34][C:33]([C:36]3[CH:41]=[CH:40][C:39]([C:42]#[N:43])=[CH:38][CH:37]=3)=[CH:32][CH:31]=2)=[CH:26]1)[C:12]([NH:14][C@@H:15]([CH2:18][C:19]1[CH:24]=[CH:23][CH:22]=[CH:21][CH:20]=1)[CH2:16][OH:17])=[O:13])[C:2]1[CH:7]=[CH:6][CH:5]=[CH:4][CH:3]=1.C([O:52]C(=O)C(N)[C@@H](C(OCCCC)=O)C(N[C@@H](CC1C=CC=CC=1)CO)=O)C1C=CC=CC=1.FC(F)(F)C(O)=O.C(OC(=O)C[C@@H](N)C(N[C@@H](CC1C=CC=CC=1)CO)=O)C1C=CC=CC=1, predict the reaction product. The product is: [CH2:1]([O:8][C:9](=[O:44])[CH2:10][CH:11]([N:25]1[CH:29]=[CH:28][C:27]([C:30]2[CH:31]=[CH:32][C:33]([C:36]3[CH:37]=[CH:38][C:39]([C:42](=[O:52])[NH2:43])=[CH:40][CH:41]=3)=[CH:34][CH:35]=2)=[CH:26]1)[C:12]([NH:14][CH:15]([CH2:18][C:19]1[CH:24]=[CH:23][CH:22]=[CH:21][CH:20]=1)[CH2:16][OH:17])=[O:13])[C:2]1[CH:7]=[CH:6][CH:5]=[CH:4][CH:3]=1. (3) Given the reactants [F:1][C:2]1[CH:7]=[C:6]([F:8])[CH:5]=[CH:4][C:3]=1[C@:9]([OH:31])([C@H:16]([S:18][C@@H:19]1[CH2:24][O:23][C@@H](C2C=CC=CC=2)[O:21][CH2:20]1)[CH3:17])[CH2:10][N:11]1[CH:15]=[N:14][CH:13]=[N:12]1.Cl.O1CCOCC1.C([O-])(O)=O.[Na+], predict the reaction product. The product is: [F:1][C:2]1[CH:7]=[C:6]([F:8])[CH:5]=[CH:4][C:3]=1[C@:9]([OH:31])([C@H:16]([S:18][CH:19]([CH2:20][OH:21])[CH2:24][OH:23])[CH3:17])[CH2:10][N:11]1[CH:15]=[N:14][CH:13]=[N:12]1.